This data is from Full USPTO retrosynthesis dataset with 1.9M reactions from patents (1976-2016). The task is: Predict the reactants needed to synthesize the given product. (1) Given the product [CH3:27][C:26]([CH3:29])([CH3:28])[C:25]#[C:24][C:22]1[S:21][C:20]([C:30]([O:32][CH3:33])=[O:31])=[C:19]([NH:2][C@H:3]2[CH2:8][CH2:7][CH2:6][N:5]([CH2:9][CH3:10])[C:4]2=[O:11])[CH:23]=1, predict the reactants needed to synthesize it. The reactants are: Cl.[NH2:2][C@H:3]1[CH2:8][CH2:7][CH2:6][N:5]([CH2:9][CH3:10])[C:4]1=[O:11].C(=O)([O-])[O-].[Cs+].[Cs+].Br[C:19]1[CH:23]=[C:22]([C:24]#[C:25][C:26]([CH3:29])([CH3:28])[CH3:27])[S:21][C:20]=1[C:30]([O:32][CH3:33])=[O:31].C1C=CC(P(C2C(C3C(P(C4C=CC=CC=4)C4C=CC=CC=4)=CC=C4C=3C=CC=C4)=C3C(C=CC=C3)=CC=2)C2C=CC=CC=2)=CC=1. (2) Given the product [CH2:55]([O:57][C:58]([C:60]1[S:64][C:63]([NH:65][C:8](=[O:10])[CH:7]([C:11]2[CH:16]=[CH:15][C:14]([S:17]([CH3:20])(=[O:19])=[O:18])=[CH:13][CH:12]=2)[CH2:6][CH:1]2[CH2:2][CH2:3][CH2:4][CH2:5]2)=[N:62][CH:61]=1)=[O:59])[CH3:56], predict the reactants needed to synthesize it. The reactants are: [CH:1]1([CH2:6][CH:7]([C:11]2[CH:16]=[CH:15][C:14]([S:17]([CH3:20])(=[O:19])=[O:18])=[CH:13][CH:12]=2)[C:8]([OH:10])=O)[CH2:5][CH2:4][CH2:3][CH2:2]1.F[P-](F)(F)(F)(F)F.N1(O[P+](N(C)C)(N(C)C)N(C)C)C2C=CC=CC=2N=N1.C(N(CC)CC)C.[CH2:55]([O:57][C:58]([C:60]1[S:64][C:63]([NH2:65])=[N:62][CH:61]=1)=[O:59])[CH3:56]. (3) Given the product [ClH:27].[CH:1]1([CH:4]2[CH:9]([C:10]([O:12][CH3:13])=[O:11])[NH:8][CH2:7][CH:6]([CH:14]3[CH2:19][CH2:18][N:17]([C:20]([O:22][C:23]([CH3:26])([CH3:25])[CH3:24])=[O:21])[CH2:16][CH2:15]3)[CH2:5]2)[CH2:3][CH2:2]1, predict the reactants needed to synthesize it. The reactants are: [CH:1]1([C:4]2[CH:5]=[C:6]([C:14]3[CH2:19][CH2:18][N:17]([C:20]([O:22][C:23]([CH3:26])([CH3:25])[CH3:24])=[O:21])[CH2:16][CH:15]=3)[CH:7]=[N:8][C:9]=2[C:10]([O:12][CH3:13])=[O:11])[CH2:3][CH2:2]1.[ClH:27]. (4) Given the product [Cl:1][C:2]1[C:22]([N:36]2[CH2:35][CH2:34][N:33]([C:28]3[CH:29]=[CH:30][C:31]([CH3:32])=[C:26]([F:25])[CH:27]=3)[CH2:38][CH2:37]2)=[CH:21][C:5]2[C:6]3[C:7](=[O:20])[C:8]([C:15]([O:17][CH2:18][CH3:19])=[O:16])=[CH:9][N:10]([CH3:14])[C:11]=3[CH:12]=[N:13][C:4]=2[C:3]=1[F:24], predict the reactants needed to synthesize it. The reactants are: [Cl:1][C:2]1[C:22](F)=[CH:21][C:5]2[C:6]3[C:7](=[O:20])[C:8]([C:15]([O:17][CH2:18][CH3:19])=[O:16])=[CH:9][N:10]([CH3:14])[C:11]=3[CH:12]=[N:13][C:4]=2[C:3]=1[F:24].[F:25][C:26]1[CH:27]=[C:28]([N:33]2[CH2:38][CH2:37][NH:36][CH2:35][CH2:34]2)[CH:29]=[CH:30][C:31]=1[CH3:32]. (5) Given the product [CH2:32]([CH:40]1[CH2:10][CH2:9][N:8]([C:5]2[N:6]=[CH:7][C:2]([NH2:1])=[CH:3][CH:4]=2)[CH2:13][CH2:12]1)[CH2:33][C:34]1[CH:39]=[CH:38][CH:37]=[CH:36][CH:35]=1, predict the reactants needed to synthesize it. The reactants are: [NH2:1][C:2]1[CH:3]=[CH:4][C:5]([N:8]2[CH2:13][CH2:12]N(CC3C=CC=CC=3)[C:10](=O)[CH2:9]2)=[N:6][CH:7]=1.ClC1C=CC([N+]([O-])=O)=CN=1.[CH2:32]([CH:40]1CCNCC1)[CH2:33][C:34]1[CH:39]=[CH:38][CH:37]=[CH:36][CH:35]=1. (6) Given the product [C:1]([C:5]1[CH:10]=[CH:9][C:8]([C@H:11]2[CH2:20][CH2:19][CH2:18][C@@H:17]3[N:12]2[C:13](=[O:21])[CH2:14][CH2:15][CH2:16]3)=[CH:7][CH:6]=1)([O:3][CH3:4])=[O:2], predict the reactants needed to synthesize it. The reactants are: [C:1]([C:5]1[CH:10]=[CH:9][C:8]([C@H:11]2[CH2:20][CH2:19][CH2:18][C@@H:17]3[N:12]2[C:13](=[O:21])[CH2:14][CH:15]=[CH:16]3)=[CH:7][CH:6]=1)([O:3][CH3:4])=[O:2].[H][H].